Task: Predict the product of the given reaction.. Dataset: Forward reaction prediction with 1.9M reactions from USPTO patents (1976-2016) (1) Given the reactants C([C@@H]1N(C(=O)C2C=CC(OC3C=CC=CC=3)=CC=2)C[C@H](CC(C)C)NC1=O)C(C)C.[CH2:31]([C@@H:35]1[NH:40][CH2:39][C@H:38]([CH2:41][CH:42]([CH3:44])[CH3:43])[NH:37][C:36]1=[O:45])[CH:32]([CH3:34])[CH3:33].[C:46]1([C:52]2[O:56][N:55]=[C:54]([C:57](O)=[O:58])[CH:53]=2)[CH:51]=[CH:50][CH:49]=[CH:48][CH:47]=1, predict the reaction product. The product is: [CH2:31]([C@@H:35]1[N:40]([C:57]([C:54]2[CH:53]=[C:52]([C:46]3[CH:47]=[CH:48][CH:49]=[CH:50][CH:51]=3)[O:56][N:55]=2)=[O:58])[CH2:39][C@H:38]([CH2:41][CH:42]([CH3:44])[CH3:43])[NH:37][C:36]1=[O:45])[CH:32]([CH3:34])[CH3:33]. (2) Given the reactants [CH:1]1[CH:2]=[CH:3][C:4]([NH:11][C:12]2[C:13]([Cl:19])=[CH:14][CH:15]=[CH:16][C:17]=2[Cl:18])=[C:5]([CH2:7][C:8]([OH:10])=[O:9])[CH:6]=1.ClC1C=CC(C(N2C3C(=CC(OC)=CC=3)C(CC(O[CH2:44][C@H:45]([O:51][N+:52]([O-:54])=[O:53])[CH2:46][O:47][N+:48]([O-:50])=[O:49])=O)=C2C)=O)=CC=1, predict the reaction product. The product is: [Cl:19][C:13]1[CH:14]=[CH:15][CH:16]=[C:17]([Cl:18])[C:12]=1[NH:11][C:4]1[CH:3]=[CH:2][CH:1]=[CH:6][C:5]=1[CH2:7][C:8]([O:10][CH2:44][C@H:45]([O:51][N+:52]([O-:54])=[O:53])[CH2:46][O:47][N+:48]([O-:50])=[O:49])=[O:9]. (3) Given the reactants [CH3:1][N:2]1[CH2:6][CH2:5][CH:4]([N:7]2[CH:11]=[C:10]([NH:12][C:13]3[N:21]=[C:20]4[C:16]([N:17]=[CH:18][N:19]4COCC[Si](C)(C)C)=[C:15]([O:30][C:31]4[CH:32]=[C:33]([NH:37][C:38](=[O:41])[CH:39]=[CH2:40])[CH:34]=[CH:35][CH:36]=4)[N:14]=3)[CH:9]=[N:8]2)[CH2:3]1.C(O)(C(F)(F)F)=O, predict the reaction product. The product is: [CH3:1][N:2]1[CH2:6][CH2:5][CH:4]([N:7]2[CH:11]=[C:10]([NH:12][C:13]3[N:21]=[C:20]4[C:16]([N:17]=[CH:18][NH:19]4)=[C:15]([O:30][C:31]4[CH:32]=[C:33]([NH:37][C:38](=[O:41])[CH:39]=[CH2:40])[CH:34]=[CH:35][CH:36]=4)[N:14]=3)[CH:9]=[N:8]2)[CH2:3]1. (4) Given the reactants C(O)C.CC(O)C.[Br:8][C:9]1[CH2:14][C@@H:13]([C:15]2[CH:20]=[CH:19][C:18]([Cl:21])=[CH:17][C:16]=2[Cl:22])[C@H:12]([N+:23]([O-:25])=[O:24])[CH2:11][C:10]=1[CH:26]=[O:27].[BH4-].[Na+].[NH4+].[Cl-], predict the reaction product. The product is: [Br:8][C:9]1[CH2:14][C@@H:13]([C:15]2[CH:20]=[CH:19][C:18]([Cl:21])=[CH:17][C:16]=2[Cl:22])[C@H:12]([N+:23]([O-:25])=[O:24])[CH2:11][C:10]=1[CH2:26][OH:27]. (5) Given the reactants [C:1]([O:5][C:6](=[O:47])[NH:7][C@H:8]([C@@H:28]1[O:32][C:31](=[O:33])[N:30]([C:34]2([C:37]3[CH:42]=[CH:41][CH:40]=[C:39]([C:43]([CH3:46])([CH3:45])[CH3:44])[CH:38]=3)[CH2:36][CH2:35]2)[CH2:29]1)[CH2:9][C:10]1[CH:15]=[CH:14][C:13]([NH:16]C(=O)C(F)(F)F)=[C:12]([CH2:23][CH2:24][CH2:25][CH2:26][CH3:27])[CH:11]=1)([CH3:4])([CH3:3])[CH3:2].[OH-].[Na+], predict the reaction product. The product is: [C:1]([O:5][C:6](=[O:47])[NH:7][C@H:8]([C@@H:28]1[O:32][C:31](=[O:33])[N:30]([C:34]2([C:37]3[CH:42]=[CH:41][CH:40]=[C:39]([C:43]([CH3:46])([CH3:45])[CH3:44])[CH:38]=3)[CH2:36][CH2:35]2)[CH2:29]1)[CH2:9][C:10]1[CH:15]=[CH:14][C:13]([NH2:16])=[C:12]([CH2:23][CH2:24][CH2:25][CH2:26][CH3:27])[CH:11]=1)([CH3:2])([CH3:3])[CH3:4]. (6) Given the reactants [Br:1][C:2]1[CH:10]=[CH:9][C:5]([C:6]([OH:8])=[O:7])=[C:4]([CH3:11])[CH:3]=1.[Cl:12]N1C(=O)CCC1=O.O, predict the reaction product. The product is: [Br:1][C:2]1[CH:3]=[C:4]([CH3:11])[C:5]([C:6]([OH:8])=[O:7])=[C:9]([Cl:12])[CH:10]=1. (7) Given the reactants [Cl:1][C:2]1[CH:3]=[C:4]2[C:8](=[CH:9][CH:10]=1)[NH:7][C:6]([C:11](N(OC)C)=[O:12])=[CH:5]2.[CH2:17]([Li])[CH2:18][CH2:19][CH2:20][CH2:21][CH3:22].Cl, predict the reaction product. The product is: [Cl:1][C:2]1[CH:3]=[C:4]2[C:8](=[CH:9][CH:10]=1)[NH:7][C:6]([C:11](=[O:12])[CH2:17][CH2:18][CH2:19][CH2:20][CH2:21][CH3:22])=[CH:5]2. (8) The product is: [C:20]([O:24][C:25](=[O:26])[NH:27][C:28]1[CH:39]=[CH:38][CH:37]=[CH:36][C:29]=1[CH2:30][N:4]1[C:5]2[C:10](=[CH:9][C:8]([NH2:11])=[C:7]([N+:15]([O-:17])=[O:16])[CH:6]=2)[C:2]([CH3:1])([CH3:19])[C:3]1=[O:18])([CH3:23])([CH3:22])[CH3:21]. Given the reactants [CH3:1][C:2]1([CH3:19])[C:10]2[C:5](=[CH:6][C:7]([N+:15]([O-:17])=[O:16])=[C:8]([NH:11]C(=O)C)[CH:9]=2)[NH:4][C:3]1=[O:18].[C:20]([O:24][C:25]([NH:27][C:28]1[CH:39]=[CH:38][CH:37]=[CH:36][C:29]=1[CH2:30]OS(C)(=O)=O)=[O:26])([CH3:23])([CH3:22])[CH3:21].C([O-])([O-])=O.[K+].[K+].C1CCN2C(=NCCC2)CC1, predict the reaction product. (9) Given the reactants [CH:1]1[C:13]2[CH:12]([CH2:14][O:15][C:16]([NH:18][C@@H:19]([CH2:23][CH2:24][O:25][CH3:26])[C:20]([OH:22])=[O:21])=[O:17])[C:11]3[C:6](=[CH:7][CH:8]=[CH:9][CH:10]=3)[C:5]=2[CH:4]=[CH:3][CH:2]=1.[CH2:27](OCC)C.C[Si](C=[N+]=[N-])(C)C, predict the reaction product. The product is: [CH3:27][O:21][C:20](=[O:22])[C@@H:19]([NH:18][C:16]([O:15][CH2:14][CH:12]1[C:11]2[CH:10]=[CH:9][CH:8]=[CH:7][C:6]=2[C:5]2[C:13]1=[CH:1][CH:2]=[CH:3][CH:4]=2)=[O:17])[CH2:23][CH2:24][O:25][CH3:26].